Task: Regression. Given two drug SMILES strings and cell line genomic features, predict the synergy score measuring deviation from expected non-interaction effect.. Dataset: NCI-60 drug combinations with 297,098 pairs across 59 cell lines (1) Drug 1: CCCS(=O)(=O)NC1=C(C(=C(C=C1)F)C(=O)C2=CNC3=C2C=C(C=N3)C4=CC=C(C=C4)Cl)F. Drug 2: CN1CCC(CC1)COC2=C(C=C3C(=C2)N=CN=C3NC4=C(C=C(C=C4)Br)F)OC. Cell line: TK-10. Synergy scores: CSS=25.6, Synergy_ZIP=-4.85, Synergy_Bliss=-0.0396, Synergy_Loewe=-8.97, Synergy_HSA=0.567. (2) Drug 1: CC(C)NC(=O)C1=CC=C(C=C1)CNNC.Cl. Drug 2: COC1=C2C(=CC3=C1OC=C3)C=CC(=O)O2. Cell line: SN12C. Synergy scores: CSS=-1.21, Synergy_ZIP=0.962, Synergy_Bliss=0.380, Synergy_Loewe=-0.0182, Synergy_HSA=-1.23. (3) Synergy scores: CSS=11.7, Synergy_ZIP=-1.85, Synergy_Bliss=1.97, Synergy_Loewe=-20.0, Synergy_HSA=0.706. Drug 2: C1CNP(=O)(OC1)N(CCCl)CCCl. Drug 1: C1CC(C1)(C(=O)O)C(=O)O.[NH2-].[NH2-].[Pt+2]. Cell line: SF-295. (4) Drug 1: CC(CN1CC(=O)NC(=O)C1)N2CC(=O)NC(=O)C2. Drug 2: CC1=C2C(C(=O)C3(C(CC4C(C3C(C(C2(C)C)(CC1OC(=O)C(C(C5=CC=CC=C5)NC(=O)C6=CC=CC=C6)O)O)OC(=O)C7=CC=CC=C7)(CO4)OC(=O)C)O)C)OC(=O)C. Cell line: DU-145. Synergy scores: CSS=20.3, Synergy_ZIP=-10.2, Synergy_Bliss=-9.66, Synergy_Loewe=-26.3, Synergy_HSA=-7.33. (5) Drug 1: CN1C(=O)N2C=NC(=C2N=N1)C(=O)N. Drug 2: COC1=C2C(=CC3=C1OC=C3)C=CC(=O)O2. Cell line: OVCAR-8. Synergy scores: CSS=-2.60, Synergy_ZIP=6.69, Synergy_Bliss=-0.299, Synergy_Loewe=-2.97, Synergy_HSA=-3.76.